Task: Binary Classification. Given a miRNA mature sequence and a target amino acid sequence, predict their likelihood of interaction.. Dataset: Experimentally validated miRNA-target interactions with 360,000+ pairs, plus equal number of negative samples (1) The miRNA is hsa-miR-5694 with sequence CAGAUCAUGGGACUGUCUCAG. The protein sequence of the target gene is MAKRTFSTLEAFLIFLLVIMTVITVALLTLLFVTSGTIENHKDSGNHWFSTTLGSTTTQPPPITQTPNFPSFRNFSGYYIGVGRADCTGQVSDINLMGYGKNGQNARGLLTRLFSRAFILADPDGSNRMAFVSVELCMISQRLRLEVLKRLESKYGSLYRRDNVILSAIHTHSGPAGFFQYTLYILASEGFSNRTFQYIVSGIMKSIDIAHTNLKPGKIFINKGNVANVQINRSPSSYLLNPQSERARYSSNTDKEMLVLKLVDLNGEDLGLISWFAIHPVSMNNSNHFVNSDNMGYAAY.... Result: 0 (no interaction). (2) The miRNA is hsa-miR-411-3p with sequence UAUGUAACACGGUCCACUAACC. The protein sequence of the target gene is MHRKHLQEIPDQSGNVTTSFTWGWDSSKTSELLSGMGVSALEKEEVDSENIPHGLLSNLGHPQSPPRKRVKGKGSDKDFVIIRRPKLSRENFPGVSWDSLPDELLLGIFSCLCLPELLRVSGVCKRWYRLSLDESLWQSLDLAGKNLHPDVTVRLLSRGVVAFRCPRSFMEQPLGESFSSFRVQHMDLSNSVINVSNLHKILSECSKLQNLSLEGLQLSDPIVKTLAQNENLVRLNLCGCSGFSESAVATLLSSCSRLDELNLSWCFDFTEKHVQAAVAHLPNTITQLNLSGYRKNLQKT.... Result: 0 (no interaction). (3) The miRNA is hsa-miR-320c with sequence AAAAGCUGGGUUGAGAGGGU. The protein sequence of the target gene is MAEQQGRELEAECPVCWNPFNNTFHTPKMLDCCHSFCVECLAHLSLVTPARRRLLCPLCRQPTVLASGQPVTDLPTDTAMLALLRLEPHHVILEGHQLCLKDQPKSRYFLRQPQVYTLDLGPQPGGQTGPPPDTASATVSTPILIPSHHSLRECFRNPQFRIFAYLMAVILSVTLLLIFSIFWTKQFLWGVG. Result: 0 (no interaction). (4) The miRNA is hsa-miR-6792-3p with sequence CUCCUCCACAGCCCCUGCUCAU. The protein sequence of the target gene is MDFLNHNYLSARASYDYTFNFWNDYLGLSTLVTKNSKHSVPQNPNSITESLKATLGLDDSPPCPCVMGEGDSGGHLDSCCCPPPASISILDLKERFSILSPFQNQNQGSLLSSSQEREIGIGGGFAGFDLFGVERKMRKPAARNKQEPKICVFCRNNGAPEEVYGSHVLKTPDGRVVCPILRAYTCPLCSANGDNAHTIKYCPLSKDQPAQRVLKGGRAVGGKRVKIF. Result: 0 (no interaction). (5) The miRNA is mmu-miR-568 with sequence AUGUAUAAAUGUAUACACAC. The protein sequence of the target gene is MHPAGLAAAAAGTPRLRKWPSKRRIPVSQPGMADPHQLFDDTSSAQSRGYGAQRAPGGLSYPAASPTPHAAFLADPVSNMAMAYGSSLAAQGKELVDKNIDRFIPITKLKYYFAVDTMYVGRKLGLLFFPYLHQDWEVQYQQDTPVAPRFDVNAPDLYIPAMAFITYVLVAGLALGTQDRFSPDLLGLQASSALAWLTLEVLAILLSLYLVTVNTDLTTIDLVAFLGYKYVGMIGGVLMGLLFGKIGYYLVLGWCCVAIFVFMIRTLRLKILADAAAEGVPVRGARNQLRMYLTMAVAAA.... Result: 0 (no interaction). (6) The miRNA is hsa-miR-3157-3p with sequence CUGCCCUAGUCUAGCUGAAGCU. The protein sequence of the target gene is MRRGAPQDQELVGPGPPGRGSRGAPPPLGPVVPVLVFPPDLVFRADQRSGPRQLLTLYNPTGTALRFRVLCTAPAKYTVFDAEGYVKPQSCIDIVIRHVAPIPSHYDVQDRFRIELSEEGAEGRVVGRKDITSILRAPAYPLELQGQPDPAPRPGPPAGTPPPTARHFQEHPRQQLATSSFLLFLLTGIVSVAFLLLPLPDELGSQLPQVLHVSLGQKLVAAYVLGLLTMVFLRT. Result: 0 (no interaction). (7) The miRNA is mmu-miR-96-5p with sequence UUUGGCACUAGCACAUUUUUGCU. The protein sequence of the target gene is MAAAGQAEECLPLPAAESSKTSLPTPPAVPAGKKPKKCLVYPHPPRSSRLSRSVLRWLQGLDLSFFPRNVTRDFSNGYLVAEIFCIYYPWDLRLSSFENGTSLKVKLDNWAQIEKFLAKKKFKLPKELIHGTIHCKAGVPEILIQEIYTLLTHQEIRSIQDDLANFTDYIYQMRLPLVPRNTVSKSIKNNIRLSELLSNPNVLSNELKIEFLILLQMLQRKLSRKLNPGWFDVKPTVGEITIDRLPAHSYKRRYKSRGSKEKAAQPLSKSDNDGNARKEIHVKQSGNPCENTENL. Result: 0 (no interaction). (8) The miRNA is hsa-miR-518c-3p with sequence CAAAGCGCUUCUCUUUAGAGUGU. The protein sequence of the target gene is MREIVHIQAGQCGNQIGTKFWEVISDEHGIDPAGGYVGDSALQLERINVYYNESSSQKYVPRAALVDLEPGTMDSVRSGPFGQLFRPDNFIFGQTGAGNNWAKGHYTEGAELVDAVLDVVRKECEHCDCLQGFQLTHSLGGGTGSGMGTLLISKIREEFPDRIMNTFSVMPSPKVSDTVVEPYNATLSVHQLVENTDETYCIDNEALYDICFRTLKLTTPTYGDLNHLVSATMSGVTTSLRFPGQLNADLRKLAVNMVPFPRLHFFMPGFAPLTSRGSQQYRALTVPELTQQMFDARNMM.... Result: 0 (no interaction). (9) The miRNA is hsa-miR-891b with sequence UGCAACUUACCUGAGUCAUUGA. Result: 0 (no interaction). The protein sequence of the target gene is MGQQISDQTQLVINKLPEKVAKHVTLVRESGSLTYEEFLGRVAELNDVTAKVASGQEKHLLFEVQPGSDSSAFWKVVVRVVCTKINKSSGIVEASRIMNLYQFIQLYKDITSQAAGVLAQSSTSEEPDENSSSVTSCQASLWMGRVKQLTDEEECCICMDGRADLILPCAHSFCQKCIDKWSDRHRNCPICRLQMTGANESWVVSDAPTEDDMANYILNMADEAGQPHRP.